The task is: Predict the product of the given reaction.. This data is from Forward reaction prediction with 1.9M reactions from USPTO patents (1976-2016). (1) The product is: [CH2:13]([C:12]1[C:8]([N:7]2[C:18](=[O:19])[C:17]3[C:16](=[CH:24][CH:23]=[CH:22][CH:21]=3)[C:15]2=[O:20])=[N:9][NH:10][CH:11]=1)[CH3:14]. Given the reactants C(O)(=O)C(O)=O.[NH2:7][C:8]1[C:12]([CH2:13][CH3:14])=[CH:11][NH:10][N:9]=1.[C:15]1(=O)[O:20][C:18](=[O:19])[C:17]2=[CH:21][CH:22]=[CH:23][CH:24]=[C:16]12.O, predict the reaction product. (2) Given the reactants C(OC([N:6]1[CH:10]=[CH:9][S:8][CH:7]1[CH:11]([C:17]([O:19][CH2:20][CH3:21])=[O:18])[C:12]([O:14][CH2:15][CH3:16])=[O:13])=O)C.ClC1C(=O)C(=O)C(Cl)=C(Cl)C=1Cl, predict the reaction product. The product is: [S:8]1[CH:9]=[CH:10][NH:6][C:7]1=[C:11]([C:17]([O:19][CH2:20][CH3:21])=[O:18])[C:12]([O:14][CH2:15][CH3:16])=[O:13]. (3) The product is: [Cl:38][CH2:39][C:40]1[S:41][CH:42]=[C:43]([C:45]([NH:1][C:2]2[CH:10]=[C:9]([C:11]3[CH:16]=[N:15][C:14]([Cl:17])=[C:13]([NH:18][S:19]([CH3:22])(=[O:21])=[O:20])[CH:12]=3)[CH:8]=[C:7]3[C:3]=2[CH:4]=[N:5][N:6]3[S:23]([C:26]2[CH:27]=[CH:28][CH:29]=[CH:30][CH:31]=2)(=[O:25])=[O:24])=[O:46])[N:44]=1. Given the reactants [NH2:1][C:2]1[CH:10]=[C:9]([C:11]2[CH:12]=[C:13]([NH:18][S:19]([CH3:22])(=[O:21])=[O:20])[C:14]([Cl:17])=[N:15][CH:16]=2)[CH:8]=[C:7]2[C:3]=1[CH:4]=[N:5][N:6]2[S:23]([C:26]1[CH:31]=[CH:30][CH:29]=[CH:28][CH:27]=1)(=[O:25])=[O:24].N1C=CC=CC=1.[Cl:38][CH2:39][C:40]1[S:41][CH:42]=[C:43]([C:45](Cl)=[O:46])[N:44]=1.C(=O)(O)[O-].[Na+], predict the reaction product. (4) Given the reactants [C:1]([C:3]1[CH:4]=[C:5]([C:12]2[O:16][N:15]=[C:14]([C:17]3[CH:38]=[CH:37][C:20]4[CH2:21][CH2:22][N:23]([C:26](=[O:36])[CH2:27][NH:28]C(=O)OC(C)(C)C)[CH2:24][CH2:25][C:19]=4[CH:18]=3)[N:13]=2)[CH:6]=[CH:7][C:8]=1[O:9][CH2:10][CH3:11])#[N:2].FC(F)(F)C(O)=O, predict the reaction product. The product is: [CH2:10]([O:9][C:8]1[CH:7]=[CH:6][C:5]([C:12]2[O:16][N:15]=[C:14]([C:17]3[CH:38]=[CH:37][C:20]4[CH2:21][CH2:22][N:23]([C:26](=[O:36])[CH2:27][NH2:28])[CH2:24][CH2:25][C:19]=4[CH:18]=3)[N:13]=2)=[CH:4][C:3]=1[C:1]#[N:2])[CH3:11].